From a dataset of Catalyst prediction with 721,799 reactions and 888 catalyst types from USPTO. Predict which catalyst facilitates the given reaction. (1) Reactant: [F:1][C:2]1[C:3]([NH:27][CH:28]2[CH2:33][C:32]([CH3:35])([CH3:34])[NH:31][C:30]([CH3:37])([CH3:36])[CH2:29]2)=[N:4][C:5]([NH:8][C:9]2[CH:10]=[C:11]([N:20]3[C:24](=[O:25])[N:23]([CH3:26])[N:22]=[N:21]3)[C:12]([CH3:19])=[C:13]([CH:18]=2)[C:14]([O:16]C)=[O:15])=[N:6][CH:7]=1.[Li+].[OH-].Cl. Product: [F:1][C:2]1[C:3]([NH:27][CH:28]2[CH2:33][C:32]([CH3:35])([CH3:34])[NH:31][C:30]([CH3:37])([CH3:36])[CH2:29]2)=[N:4][C:5]([NH:8][C:9]2[CH:10]=[C:11]([N:20]3[C:24](=[O:25])[N:23]([CH3:26])[N:22]=[N:21]3)[C:12]([CH3:19])=[C:13]([CH:18]=2)[C:14]([OH:16])=[O:15])=[N:6][CH:7]=1. The catalyst class is: 20. (2) Reactant: Br[C:2]1[CH:3]=[CH:4][C:5]2[N:6]=[C:7]([O:12][CH3:13])[N:8]=[CH:9][C:10]=2[N:11]=1.[NH2:14][C:15]1[S:16][C:17]([C:23]2[CH:28]=[CH:27][C:26]([C:29]([OH:32])([CH3:31])[CH3:30])=[CH:25][CH:24]=2)=[CH:18][C:19]=1[C:20]([NH2:22])=[O:21].C(=O)([O-])[O-].[K+].[K+].CC(C1C=C(C(C)C)C(C2C=CC=CC=2P(C2CCCCC2)C2CCCCC2)=C(C(C)C)C=1)C. Product: [OH:32][C:29]([C:26]1[CH:25]=[CH:24][C:23]([C:17]2[S:16][C:15]([NH:14][C:2]3[CH:3]=[CH:4][C:5]4[N:6]=[C:7]([O:12][CH3:13])[N:8]=[CH:9][C:10]=4[N:11]=3)=[C:19]([C:20]([NH2:22])=[O:21])[CH:18]=2)=[CH:28][CH:27]=1)([CH3:31])[CH3:30]. The catalyst class is: 110. (3) Reactant: C[N:2](C)/[C:3](/[CH3:26])=[CH:4]/[C:5]([C:7]1[S:8][CH:9]=[CH:10][C:11]=1[NH:12][C:13](=[O:25])[CH2:14][C:15]1[C:24]2[C:19](=[CH:20][CH:21]=[CH:22][CH:23]=2)[CH:18]=[CH:17][CH:16]=1)=O.O.[NH2:29]N.C(O)(=O)C. Product: [CH3:26][C:3]1[NH:2][N:29]=[C:5]([C:7]2[S:8][CH:9]=[CH:10][C:11]=2[NH:12][C:13](=[O:25])[CH2:14][C:15]2[C:24]3[C:19](=[CH:20][CH:21]=[CH:22][CH:23]=3)[CH:18]=[CH:17][CH:16]=2)[CH:4]=1. The catalyst class is: 8. (4) Reactant: [NH2:1][C@@H:2]([CH2:19][C:20]1[CH:25]=[CH:24][C:23]([O:26][CH3:27])=[CH:22][CH:21]=1)[C:3]([NH:5][C@@H:6]([CH2:13][C:14]1[CH2:18][CH2:17][CH2:16][CH:15]=1)[C:7]([C@@:9]1([CH3:12])[CH2:11][O:10]1)=[O:8])=[O:4].[C:28]([O:32][C:33]([NH:35][C@@H:36]([CH3:40])[C:37](O)=[O:38])=[O:34])([CH3:31])([CH3:30])[CH3:29].CN(C(ON1N=NC2C=CC=NC1=2)=[N+](C)C)C.F[P-](F)(F)(F)(F)F.CCN(C(C)C)C(C)C. Product: [C:14]1([CH2:13][C@H:6]([NH:5][C:3](=[O:4])[C@@H:2]([NH:1][C:37](=[O:38])[C@@H:36]([NH:35][C:33](=[O:34])[O:32][C:28]([CH3:30])([CH3:29])[CH3:31])[CH3:40])[CH2:19][C:20]2[CH:21]=[CH:22][C:23]([O:26][CH3:27])=[CH:24][CH:25]=2)[C:7]([C@@:9]2([CH3:12])[CH2:11][O:10]2)=[O:8])[CH2:18][CH2:17][CH2:16][CH:15]=1. The catalyst class is: 3.